This data is from Catalyst prediction with 721,799 reactions and 888 catalyst types from USPTO. The task is: Predict which catalyst facilitates the given reaction. Reactant: C(OC(C)(C)C)(=O)C=C.[C:10]([O:14][C:15](=[O:33])[CH:16]=[CH:17][C:18]1[CH:31]=[CH:30][C:29]2[C:20](=[C:21]([NH2:32])[C:22]3[C:27]([N:28]=2)=[CH:26][CH:25]=[CH:24][CH:23]=3)[CH:19]=1)([CH3:13])([CH3:12])[CH3:11]. Product: [C:10]([O:14][C:15](=[O:33])[CH2:16][CH2:17][C:18]1[CH:31]=[CH:30][C:29]2[C:20](=[C:21]([NH2:32])[C:22]3[C:27]([N:28]=2)=[CH:26][CH:25]=[CH:24][CH:23]=3)[CH:19]=1)([CH3:13])([CH3:11])[CH3:12]. The catalyst class is: 8.